This data is from Forward reaction prediction with 1.9M reactions from USPTO patents (1976-2016). The task is: Predict the product of the given reaction. (1) Given the reactants [Cl-].C[SiH](C)C.[F:6][C:7]1[CH:14]=[C:13]([F:15])[CH:12]=[CH:11][C:8]=1[CH2:9]Br.[Cl:16][C:17]1[CH:22]=[C:21](Cl)[N:20]=[CH:19][N:18]=1.O, predict the reaction product. The product is: [Cl:16][C:17]1[CH:22]=[C:21]([CH2:9][C:8]2[CH:11]=[CH:12][C:13]([F:15])=[CH:14][C:7]=2[F:6])[N:20]=[CH:19][N:18]=1. (2) Given the reactants [C:1]([C:3]1[CH:4]=[C:5]2[C:9](=[CH:10][CH:11]=1)[NH:8][CH:7]=[C:6]2[CH2:12][CH2:13][CH2:14][CH2:15][N:16]1[CH2:21][CH2:20][N:19]([C:22]2[CH:23]=[CH:24][C:25]3[O:29][C:28]([C:30]([O:32]CC)=O)=[CH:27][C:26]=3[CH:35]=2)[CH2:18][CH2:17]1)#[N:2].C([NH2:38])=O.CC[O-].[Na+].O, predict the reaction product. The product is: [C:1]([C:3]1[CH:4]=[C:5]2[C:9](=[CH:10][CH:11]=1)[NH:8][CH:7]=[C:6]2[CH2:12][CH2:13][CH2:14][CH2:15][N:16]1[CH2:21][CH2:20][N:19]([C:22]2[CH:23]=[CH:24][C:25]3[O:29][C:28]([C:30]([NH2:38])=[O:32])=[CH:27][C:26]=3[CH:35]=2)[CH2:18][CH2:17]1)#[N:2]. (3) The product is: [O:13]1[CH2:9][CH:14]1[CH2:15][O:16][CH:17]1[CH2:22][CH2:21][N:20]([C:23]([O:25][CH2:26][C:27]2[CH:28]=[CH:29][CH:30]=[CH:31][CH:32]=2)=[O:24])[CH2:19][CH2:18]1. Given the reactants [I-].C[S+](C)(C)=O.[H-].[Na+].[CH3:9]S(C)=O.[O:13]=[CH:14][CH2:15][O:16][CH:17]1[CH2:22][CH2:21][N:20]([C:23]([O:25][CH2:26][C:27]2[CH:32]=[CH:31][CH:30]=[CH:29][CH:28]=2)=[O:24])[CH2:19][CH2:18]1, predict the reaction product. (4) Given the reactants C(OC([N:8]1[CH2:12][C@@H:11]([CH2:13][NH:14][C:15](=[O:26])[C:16]2[CH:21]=[CH:20][CH:19]=[C:18]([C:22]([O:24]C)=[O:23])[CH:17]=2)[CH2:10][C@H:9]1[C:27]([N:29]1[CH2:33][CH2:32][S:31][CH2:30]1)=[O:28])=O)(C)(C)C.[OH-].[Na+].Cl, predict the reaction product. The product is: [S:31]1[CH2:32][CH2:33][N:29]([C:27]([C@H:9]2[NH:8][CH2:12][C@@H:11]([CH2:13][NH:14][C:15](=[O:26])[C:16]3[CH:17]=[C:18]([CH:19]=[CH:20][CH:21]=3)[C:22]([OH:24])=[O:23])[CH2:10]2)=[O:28])[CH2:30]1. (5) Given the reactants [CH2:1]([CH2:3][NH2:4])[OH:2].[H-].[Na+].[Cl:7][C:8]1[CH:13]=[CH:12][CH:11]=[C:10](Cl)[N:9]=1.C(Cl)Cl, predict the reaction product. The product is: [Cl:7][C:8]1[N:9]=[C:10]([O:2][CH2:1][CH2:3][NH2:4])[CH:11]=[CH:12][CH:13]=1. (6) Given the reactants [OH:1][C@@:2]1([CH2:47][O:48][CH3:49])[CH2:7][CH2:6][CH2:5][CH2:4][C@H:3]1[N:8]1[C:12]([C:13]2[CH:18]=[CH:17][CH:16]=[CH:15][CH:14]=2)=[C:11]([C:19]([N:21]2[CH2:26][CH2:25][N:24](C(OCC3C=CC=CC=3)=O)[CH2:23][C@H:22]2[CH2:37][CH2:38][O:39][C:40]2[CH:41]=[N+:42]([O-])[CH:43]=[CH:44][CH:45]=2)=[O:20])[N:10]=[CH:9]1, predict the reaction product. The product is: [CH3:49][O:48][CH2:47][C@:2]1([OH:1])[CH2:7][CH2:6][CH2:5][CH2:4][C@H:3]1[N:8]1[C:12]([C:13]2[CH:14]=[CH:15][CH:16]=[CH:17][CH:18]=2)=[C:11]([C:19]([N:21]2[CH2:26][CH2:25][NH:24][CH2:23][C@H:22]2[CH2:37][CH2:38][O:39][C:40]2[CH:41]=[N:42][CH:43]=[CH:44][CH:45]=2)=[O:20])[N:10]=[CH:9]1.